From a dataset of Catalyst prediction with 721,799 reactions and 888 catalyst types from USPTO. Predict which catalyst facilitates the given reaction. Reactant: [OH-].[K+].[O:3]=[C:4]1[C@H:10]([NH:11][C:12](=[O:21])[O:13][CH2:14][C:15]2[CH:20]=[CH:19][CH:18]=[CH:17][CH:16]=2)[CH2:9][CH2:8][C:7]2[CH:22]=[CH:23][CH:24]=[CH:25][C:6]=2[NH:5]1.Cl[CH2:27][C:28](=[O:30])[CH3:29].[F-].C([N+](CCCC)(CCCC)CCCC)CCC. Product: [CH2:27]([N:5]1[C:6]2[CH:25]=[CH:24][CH:23]=[CH:22][C:7]=2[CH2:8][CH2:9][C@@H:10]([NH:11][C:12](=[O:21])[O:13][CH2:14][C:15]2[CH:16]=[CH:17][CH:18]=[CH:19][CH:20]=2)[C:4]1=[O:3])[C:28]([CH3:29])=[O:30]. The catalyst class is: 7.